From a dataset of Peptide-MHC class II binding affinity with 134,281 pairs from IEDB. Regression. Given a peptide amino acid sequence and an MHC pseudo amino acid sequence, predict their binding affinity value. This is MHC class II binding data. The peptide sequence is ASAAALAGDAAGAWR. The MHC is HLA-DQA10301-DQB10302 with pseudo-sequence HLA-DQA10301-DQB10302. The binding affinity (normalized) is 0.211.